This data is from Catalyst prediction with 721,799 reactions and 888 catalyst types from USPTO. The task is: Predict which catalyst facilitates the given reaction. (1) Reactant: [OH:1][N:2]=[C:3]([C:10]1[N:14]([CH3:15])[N:13]=[N:12][N:11]=1)[C:4]1[CH:9]=[CH:8][CH:7]=[CH:6][CH:5]=1.C1CN2C(=NCCC2)C1.[Br:25][C:26]1[S:27][CH:28]=[C:29]([CH:31](Br)C)[N:30]=1. Product: [Br:25][C:26]1[S:27][CH:28]=[C:29]([CH2:31][O:1][N:2]=[C:3]([C:10]2[N:14]([CH3:15])[N:13]=[N:12][N:11]=2)[C:4]2[CH:5]=[CH:6][CH:7]=[CH:8][CH:9]=2)[N:30]=1. The catalyst class is: 23. (2) Reactant: Cl.[CH3:2][C@@H:3]1[CH2:7][CH2:6][CH2:5][N:4]1[CH2:8][CH2:9][C:10]1[CH:15]=[CH:14][C:13](B(O)O)=[CH:12][CH:11]=1.Br[C:20]1[CH:31]=[CH:30][C:23]([CH2:24][C:25]2[NH:29][N:28]=[N:27][N:26]=2)=[CH:22][CH:21]=1.C([O-])([O-])=O.[Na+].[Na+]. Product: [CH3:2][C@@H:3]1[CH2:7][CH2:6][CH2:5][N:4]1[CH2:8][CH2:9][C:10]1[CH:15]=[CH:14][C:13]([C:20]2[CH:21]=[CH:22][C:23]([CH2:24][C:25]3[NH:29][N:28]=[N:27][N:26]=3)=[CH:30][CH:31]=2)=[CH:12][CH:11]=1. The catalyst class is: 38.